From a dataset of Reaction yield outcomes from USPTO patents with 853,638 reactions. Predict the reaction yield, written as a fraction of the theoretical maximum amount of product (1.0 means a 100% yield; for example, 0.34 means a 34% yield). (1) The reactants are C[O:2][C:3]([C:5]1([C:8]2[CH:9]=[CH:10][C:11]3[O:15][CH:14]=[N:13][C:12]=3[CH:16]=2)[CH2:7][CH2:6]1)=[O:4].[Al+3].[Cl-].[Cl-].[Cl-].O. The catalyst is CCS. The product is [O:15]1[C:11]2[CH:10]=[CH:9][C:8]([C:5]3([C:3]([OH:4])=[O:2])[CH2:7][CH2:6]3)=[CH:16][C:12]=2[N:13]=[CH:14]1. The yield is 0.110. (2) The reactants are C[Si](C)(C)[C:3]#[N:4].[CH3:7][C:8]1(O)[C:17]2[C:12](=[CH:13][CH:14]=[CH:15][CH:16]=2)[CH2:11][CH2:10][CH2:9]1. The catalyst is ClCCl. The product is [CH3:7][C:8]1([C:3]#[N:4])[C:17]2[C:12](=[CH:13][CH:14]=[CH:15][CH:16]=2)[CH2:11][CH2:10][CH2:9]1. The yield is 0.600.